This data is from Reaction yield outcomes from USPTO patents with 853,638 reactions. The task is: Predict the reaction yield, written as a fraction of the theoretical maximum amount of product (1.0 means a 100% yield; for example, 0.34 means a 34% yield). (1) The reactants are [NH2:1][C:2](=[O:40])[CH2:3][C:4]1[CH:39]=[CH:38][CH:37]=[CH:36][C:5]=1[CH2:6][CH2:7][C:8]1[C:13]([C:14]([F:17])([F:16])[F:15])=[CH:12][N:11]=[C:10]([NH:18][C:19]2[CH:24]=[CH:23][C:22]([CH:25]3[CH2:28][N:27](C(OC(C)(C)C)=O)[CH2:26]3)=[CH:21][CH:20]=2)[N:9]=1.FC(F)(F)C(O)=O. The catalyst is C(Cl)Cl. The product is [NH:27]1[CH2:28][CH:25]([C:22]2[CH:23]=[CH:24][C:19]([NH:18][C:10]3[N:9]=[C:8]([CH2:7][CH2:6][C:5]4[CH:36]=[CH:37][CH:38]=[CH:39][C:4]=4[CH2:3][C:2]([NH2:1])=[O:40])[C:13]([C:14]([F:16])([F:15])[F:17])=[CH:12][N:11]=3)=[CH:20][CH:21]=2)[CH2:26]1. The yield is 0.990. (2) The reactants are [CH2:1]([N:8]1[CH2:12][CH2:11][CH:10]([N:13]2[CH2:17][CH2:16][C@@H:15]([Br:18])[C:14]2=[O:19])[CH2:9]1)[C:2]1[CH:7]=[CH:6][CH:5]=[CH:4][CH:3]=1.[CH:20]1[CH:25]=[CH:24][C:23]([P:26]([C:33]2[CH:38]=[CH:37][CH:36]=[CH:35][CH:34]=2)[C:27]2[CH:32]=[CH:31][CH:30]=[CH:29][CH:28]=2)=[CH:22][CH:21]=1. The catalyst is C1(C)C=CC=CC=1.CCOC(C)=O. The product is [Br-:18].[CH2:1]([N:8]1[CH2:12][CH2:11][CH:10]([N:13]2[CH2:17][CH2:16][C@@H:15]([P+:26]([C:27]3[CH:28]=[CH:29][CH:30]=[CH:31][CH:32]=3)([C:33]3[CH:38]=[CH:37][CH:36]=[CH:35][CH:34]=3)[C:23]3[CH:22]=[CH:21][CH:20]=[CH:25][CH:24]=3)[C:14]2=[O:19])[CH2:9]1)[C:2]1[CH:7]=[CH:6][CH:5]=[CH:4][CH:3]=1. The yield is 0.780. (3) The catalyst is C(Cl)Cl. The product is [Cl:22][C:23]1[CH:31]=[CH:30][CH:29]=[C:28]([F:32])[C:24]=1[C:25]([NH:21][C:18]1[CH:19]=[C:20]2[C:15]([CH2:14][CH2:13][CH2:12][N:11]2[S:8]([C:5]2[CH:6]=[CH:7][C:2]([Cl:1])=[CH:3][CH:4]=2)(=[O:9])=[O:10])=[CH:16][CH:17]=1)=[O:26]. The yield is 0.500. The reactants are [Cl:1][C:2]1[CH:7]=[CH:6][C:5]([S:8]([N:11]2[C:20]3[C:15](=[CH:16][CH:17]=[C:18]([NH2:21])[CH:19]=3)[CH2:14][CH2:13][CH2:12]2)(=[O:10])=[O:9])=[CH:4][CH:3]=1.[Cl:22][C:23]1[CH:31]=[CH:30][CH:29]=[C:28]([F:32])[C:24]=1[C:25](Cl)=[O:26].C(N(CC)C(C)C)(C)C. (4) The yield is 0.900. The reactants are [N:1]([C:4]1[C:19]([N+:20]([O-:22])=[O:21])=[CH:18][CH:17]=[CH:16][C:5]=1[O:6][CH2:7][C:8]([C:10]1[CH:15]=[CH:14][CH:13]=[CH:12][N:11]=1)=[CH2:9])=[N+]=[N-]. The catalyst is C1C=CC=CC=1. The product is [N+:20]([C:19]1[C:4]2[N:1]3[CH2:9][C:8]3([C:10]3[CH:15]=[CH:14][CH:13]=[CH:12][N:11]=3)[CH2:7][O:6][C:5]=2[CH:16]=[CH:17][CH:18]=1)([O-:22])=[O:21]. (5) The reactants are O[N:2]=[C:3]1[C:9]2[CH:10]=[CH:11][CH2:12][CH2:13][C:8]=2[CH2:7][CH2:6][N:5]([CH3:14])[C:4]1=[O:15].C(O)C.Cl.[OH-].[Na+]. The catalyst is [Pd].ClCCl. The product is [NH2:2][CH:3]1[C:9]2[CH:10]=[CH:11][CH2:12][CH2:13][C:8]=2[CH2:7][CH2:6][N:5]([CH3:14])[C:4]1=[O:15]. The yield is 0.819. (6) The reactants are [Cl:1][C:2]1[CH:10]=[CH:9][CH:8]=[C:7]([N+:11]([O-:13])=[O:12])[C:3]=1[C:4]([OH:6])=O.O=S(Cl)Cl.[F:18][C:19]1[CH:20]=[C:21]([CH:23]=[CH:24][CH:25]=1)[NH2:22].C([O-])(O)=O.[Na+]. The catalyst is C1(C)C=CC=CC=1.O1CCOCC1. The product is [Cl:1][C:2]1[CH:10]=[CH:9][CH:8]=[C:7]([N+:11]([O-:13])=[O:12])[C:3]=1[C:4]([NH:22][C:21]1[CH:23]=[CH:24][CH:25]=[C:19]([F:18])[CH:20]=1)=[O:6]. The yield is 1.00. (7) The reactants are C[O:2][C:3]1[CH:8]=[C:7]([C:9]([N:11]2[CH2:16][CH2:15][N:14]([CH3:17])[CH2:13][CH2:12]2)=[O:10])[CH:6]=[CH:5][C:4]=1[C:18]1[CH:19]=[CH:20][C:21]2[N:22]([C:24]([C:27]3[CH:34]=[CH:33][C:30]([C:31]#[N:32])=[CH:29][CH:28]=3)=[CH:25][N:26]=2)[CH:23]=1.B(Br)(Br)Br. The catalyst is C(Cl)Cl. The product is [OH:2][C:3]1[CH:8]=[C:7]([C:9]([N:11]2[CH2:16][CH2:15][N:14]([CH3:17])[CH2:13][CH2:12]2)=[O:10])[CH:6]=[CH:5][C:4]=1[C:18]1[CH:19]=[CH:20][C:21]2[N:22]([C:24]([C:27]3[CH:28]=[CH:29][C:30]([C:31]#[N:32])=[CH:33][CH:34]=3)=[CH:25][N:26]=2)[CH:23]=1. The yield is 0.200. (8) The reactants are [CH3:1][C:2]1([CH3:22])[O:6][C@@H:5]([CH2:7][O:8][C:9]2[CH:10]=[CH:11][C:12]([F:21])=[C:13]([C@H:15]([OH:20])[CH2:16][N+:17]([O-])=O)[CH:14]=2)[CH2:4][O:3]1. The catalyst is CO.[Pd]. The product is [NH2:17][CH2:16][C@H:15]([C:13]1[CH:14]=[C:9]([O:8][CH2:7][C@H:5]2[CH2:4][O:3][C:2]([CH3:1])([CH3:22])[O:6]2)[CH:10]=[CH:11][C:12]=1[F:21])[OH:20]. The yield is 1.00. (9) The reactants are [Cl:1][C:2]1[CH:3]=[C:4]([C:8]#[C:9][C:10]2[NH:11][O:12][CH:13]3[NH:17][CH2:16][CH2:15][C:14]=23)[CH:5]=[CH:6][CH:7]=1.C(N(CC)CC)C.[F:25][C:26]1([F:35])[CH2:31][CH2:30][CH:29]([C:32](Cl)=[O:33])[CH2:28][CH2:27]1.O. The catalyst is C(Cl)Cl. The product is [Cl:1][C:2]1[CH:3]=[C:4]([C:8]#[C:9][C:10]2[CH:14]3[CH2:15][CH2:16][N:17]([C:32]([CH:29]4[CH2:30][CH2:31][C:26]([F:35])([F:25])[CH2:27][CH2:28]4)=[O:33])[CH:13]3[O:12][N:11]=2)[CH:5]=[CH:6][CH:7]=1. The yield is 0.410. (10) The reactants are [CH2:1]([N:3]([CH2:37][CH3:38])[CH2:4][CH2:5][CH2:6][NH:7][C:8]1[N:9]=[C:10]([C:27]2[CH:28]=[C:29]([CH:33]=[CH:34][C:35]=2[CH3:36])[C:30](O)=[O:31])[C:11]2[CH:17]=[CH:16][C:15](=[O:18])[N:14]([C:19]3[C:24]([F:25])=[CH:23][CH:22]=[CH:21][C:20]=3[F:26])[C:12]=2[N:13]=1)[CH3:2].CN(C(ON1N=NC2C=CC=CC1=2)=[N+](C)C)C.F[P-](F)(F)(F)(F)F.[CH3:63][C:64]([CH3:68])([CH3:67])[CH2:65][NH2:66]. The catalyst is C(Cl)Cl. The product is [CH2:37]([N:3]([CH2:1][CH3:2])[CH2:4][CH2:5][CH2:6][NH:7][C:8]1[N:9]=[C:10]([C:27]2[CH:28]=[C:29]([CH:33]=[CH:34][C:35]=2[CH3:36])[C:30]([NH:66][CH2:65][C:64]([CH3:68])([CH3:67])[CH3:63])=[O:31])[C:11]2[CH:17]=[CH:16][C:15](=[O:18])[N:14]([C:19]3[C:24]([F:25])=[CH:23][CH:22]=[CH:21][C:20]=3[F:26])[C:12]=2[N:13]=1)[CH3:38]. The yield is 0.860.